From a dataset of Peptide-MHC class II binding affinity with 134,281 pairs from IEDB. Regression. Given a peptide amino acid sequence and an MHC pseudo amino acid sequence, predict their binding affinity value. This is MHC class II binding data. (1) The peptide sequence is LSILAILKGLYNFAT. The MHC is DRB1_1302 with pseudo-sequence DRB1_1302. The binding affinity (normalized) is 0. (2) The peptide sequence is TTAAGAASGAATVAA. The MHC is DRB1_1201 with pseudo-sequence DRB1_1201. The binding affinity (normalized) is 0.0758. (3) The peptide sequence is NNEVLRLADELRQEQGN. The MHC is DRB1_0401 with pseudo-sequence DRB1_0401. The binding affinity (normalized) is 0.173. (4) The peptide sequence is MRNVFDDVVPADFKV. The MHC is HLA-DQA10104-DQB10503 with pseudo-sequence HLA-DQA10104-DQB10503. The binding affinity (normalized) is 0.459. (5) The peptide sequence is QWKTANEAVQDPKFW. The MHC is HLA-DQA10501-DQB10303 with pseudo-sequence HLA-DQA10501-DQB10303. The binding affinity (normalized) is 0.264. (6) The peptide sequence is KPARLIVFPDLGVRVC. The MHC is DRB1_1101 with pseudo-sequence DRB1_1101. The binding affinity (normalized) is 0.252.